From a dataset of Forward reaction prediction with 1.9M reactions from USPTO patents (1976-2016). Predict the product of the given reaction. The product is: [CH3:1][S:2]([C:5]1[O:9][C:8]([CH2:10][N:11]2[N:15]=[C:14]([NH:16][C:28]([C:24]3[N:25]=[CH:26][O:27][C:23]=3[C:17]3[CH:18]=[CH:19][CH:20]=[CH:21][CH:22]=3)=[O:29])[CH:13]=[N:12]2)=[CH:7][CH:6]=1)(=[O:4])=[O:3]. Given the reactants [CH3:1][S:2]([C:5]1[O:9][C:8]([CH2:10][N:11]2[N:15]=[C:14]([NH2:16])[CH:13]=[N:12]2)=[CH:7][CH:6]=1)(=[O:4])=[O:3].[C:17]1([C:23]2[O:27][CH:26]=[N:25][C:24]=2[C:28](O)=[O:29])[CH:22]=[CH:21][CH:20]=[CH:19][CH:18]=1, predict the reaction product.